From a dataset of Catalyst prediction with 721,799 reactions and 888 catalyst types from USPTO. Predict which catalyst facilitates the given reaction. Reactant: [F:1][C:2]1[CH:3]=[C:4]([S:9](Cl)(=[O:11])=[O:10])[CH:5]=[C:6]([F:8])[CH:7]=1.Cl.Cl.[CH2:15]([O:17][C:18]([N:20]1[C:24]([NH:25][C:26](=[O:43])[C:27]2[CH:32]=[CH:31][C:30]([N:33]3[CH2:38][CH2:37][N:36]([CH3:39])[CH2:35][CH2:34]3)=[CH:29][C:28]=2[N+:40]([O-:42])=[O:41])=[C:23]2[CH2:44][NH:45][C:46]([CH3:48])([CH3:47])[C:22]2=[N:21]1)=[O:19])[CH3:16].C(N(CC)C(C)C)(C)C. Product: [CH2:15]([O:17][C:18]([N:20]1[C:24]([NH:25][C:26](=[O:43])[C:27]2[CH:32]=[CH:31][C:30]([N:33]3[CH2:38][CH2:37][N:36]([CH3:39])[CH2:35][CH2:34]3)=[CH:29][C:28]=2[N+:40]([O-:42])=[O:41])=[C:23]2[CH2:44][N:45]([S:9]([C:4]3[CH:3]=[C:2]([F:1])[CH:7]=[C:6]([F:8])[CH:5]=3)(=[O:11])=[O:10])[C:46]([CH3:47])([CH3:48])[C:22]2=[N:21]1)=[O:19])[CH3:16]. The catalyst class is: 4.